The task is: Predict the reactants needed to synthesize the given product.. This data is from Full USPTO retrosynthesis dataset with 1.9M reactions from patents (1976-2016). (1) Given the product [N:15]1[N:14]2[C:18]([N:19]=[C:11]3[CH2:10][CH2:9][NH:8][CH2:22][CH2:21][C:12]3=[C:13]2[N:24]2[CH2:27][CH:26]([C:28]#[N:29])[CH2:25]2)=[CH:17][CH:16]=1, predict the reactants needed to synthesize it. The reactants are: C(OC([N:8]1[CH2:22][CH2:21][C:12]2=[C:13](Cl)[N:14]3[C:18]([N:19]=[C:11]2[CH2:10][CH2:9]1)=[CH:17][CH:16]=[N:15]3)=O)(C)(C)C.Cl.[NH:24]1[CH2:27][CH:26]([C:28]#[N:29])[CH2:25]1. (2) Given the product [CH3:8][C:6]1[C:5]([CH2:9][C:10]([O:12][CH3:13])=[O:11])=[C:4]([C:14]2[CH:19]=[CH:18][C:17]([CH3:26])=[CH:16][CH:15]=2)[N:3]=[C:2]([N:20]2[CH2:25][CH2:24][CH2:23][CH2:22][CH2:21]2)[N:7]=1, predict the reactants needed to synthesize it. The reactants are: Cl[C:2]1[N:7]=[C:6]([CH3:8])[C:5]([CH2:9][C:10]([O:12][CH3:13])=[O:11])=[C:4]([C:14]2[CH:19]=[CH:18][CH:17]=[CH:16][CH:15]=2)[N:3]=1.[NH:20]1[CH2:25][CH2:24][CH2:23][CH2:22][CH2:21]1.[CH2:26]1COCC1.